Dataset: Peptide-MHC class I binding affinity with 185,985 pairs from IEDB/IMGT. Task: Regression. Given a peptide amino acid sequence and an MHC pseudo amino acid sequence, predict their binding affinity value. This is MHC class I binding data. (1) The peptide sequence is IAGGVCYYL. The MHC is HLA-A02:06 with pseudo-sequence HLA-A02:06. The binding affinity (normalized) is 0.330. (2) The peptide sequence is SAGFSLWIYK. The MHC is HLA-A31:01 with pseudo-sequence HLA-A31:01. The binding affinity (normalized) is 0.635.